This data is from Reaction yield outcomes from USPTO patents with 853,638 reactions. The task is: Predict the reaction yield, written as a fraction of the theoretical maximum amount of product (1.0 means a 100% yield; for example, 0.34 means a 34% yield). The reactants are [Cl:1][C:2]1[CH:3]=[C:4]([NH:9][C:10]2[C:19]3[C:14](=[CH:15][C:16]([O:22][CH2:23][C:24]4[N:28]=[C:27]([CH:29]5[CH2:34][CH2:33][N:32](C(OC(C)(C)C)=O)[CH2:31][CH2:30]5)[O:26][N:25]=4)=[C:17]([O:20][CH3:21])[CH:18]=3)[N:13]=[CH:12][N:11]=2)[CH:5]=[CH:6][C:7]=1[Cl:8].Cl. The catalyst is CO. The product is [Cl:1][C:2]1[CH:3]=[C:4]([NH:9][C:10]2[C:19]3[C:14](=[CH:15][C:16]([O:22][CH2:23][C:24]4[N:28]=[C:27]([CH:29]5[CH2:34][CH2:33][NH:32][CH2:31][CH2:30]5)[O:26][N:25]=4)=[C:17]([O:20][CH3:21])[CH:18]=3)[N:13]=[CH:12][N:11]=2)[CH:5]=[CH:6][C:7]=1[Cl:8]. The yield is 0.780.